From a dataset of Catalyst prediction with 721,799 reactions and 888 catalyst types from USPTO. Predict which catalyst facilitates the given reaction. (1) Reactant: [F:1][C:2]([F:11])([F:10])[C:3]([NH:5][CH2:6][C:7]([OH:9])=[O:8])=[O:4].[OH-].[K+].[C:14](OC=C)(=O)[CH3:15]. Product: [F:1][C:2]([F:10])([F:11])[C:3]([NH:5][CH2:6][C:7]([O:9][CH:14]=[CH2:15])=[O:8])=[O:4]. The catalyst class is: 318. (2) Reactant: [S:1]1[CH:5]=[CH:4][CH:3]=[C:2]1[C:6]1[CH:7]=[C:8]([CH:12]=[CH:13][CH:14]=1)[C:9]([OH:11])=O.C(Cl)(=O)C(Cl)=O.CN(C)C=O.[CH3:26][N:27]1[C:31]([C:32]2[CH:33]=[C:34]([CH:36]=[CH:37][CH:38]=2)[NH2:35])=[CH:30][N:29]=[C:28]1[CH3:39]. Product: [CH3:39][C:28]1[N:27]([CH3:26])[C:31]([C:32]2[CH:33]=[C:34]([NH:35][C:9](=[O:11])[C:8]3[CH:12]=[CH:13][CH:14]=[C:6]([C:2]4[S:1][CH:5]=[CH:4][CH:3]=4)[CH:7]=3)[CH:36]=[CH:37][CH:38]=2)=[CH:30][N:29]=1. The catalyst class is: 272. (3) Reactant: [CH3:1][O:2][C:3]([CH2:5]P(OC)(OC)=O)=[O:4].C(O[K])(C)(C)C.[CH3:18][O:19][C:20]1[C:25]([CH2:26][O:27][CH2:28][O:29][CH3:30])=[C:24]([C:31](=O)[CH2:32][CH3:33])[CH:23]=[C:22]([Si:35]([CH3:38])([CH3:37])[CH3:36])[N:21]=1.[Na+].[Cl-]. Product: [CH3:1][O:2][C:3](=[O:4])/[CH:5]=[C:31](/[C:24]1[CH:23]=[C:22]([Si:35]([CH3:36])([CH3:37])[CH3:38])[N:21]=[C:20]([O:19][CH3:18])[C:25]=1[CH2:26][O:27][CH2:28][O:29][CH3:30])\[CH2:32][CH3:33]. The catalyst class is: 1.